Task: Predict the reactants needed to synthesize the given product.. Dataset: Full USPTO retrosynthesis dataset with 1.9M reactions from patents (1976-2016) (1) The reactants are: [CH2:1]([C:3]1[CH:9]=[CH:8][C:6]([NH2:7])=[CH:5][CH:4]=1)[CH3:2].[F:10][C:11]1[C:16]([F:17])=[CH:15][CH:14]=[C:13]([F:18])[C:12]=1Br.C1C=CC(P(C2C(C3C(P(C4C=CC=CC=4)C4C=CC=CC=4)=CC=C4C=3C=CC=C4)=C3C(C=CC=C3)=CC=2)C2C=CC=CC=2)=CC=1.CC(C)([O-])C.[Na+]. Given the product [F:10][C:11]1[C:16]([F:17])=[CH:15][CH:14]=[C:13]([F:18])[C:12]=1[NH:7][C:6]1[CH:8]=[CH:9][C:3]([CH2:1][CH3:2])=[CH:4][CH:5]=1, predict the reactants needed to synthesize it. (2) Given the product [CH3:1][O:2][C:3]1[CH:4]=[C:5]([O:6][CH2:7][CH2:8][N:9]2[CH2:10][CH2:11][CH2:12][CH2:13]2)[CH:14]=[CH:15][C:16]=1[NH2:17], predict the reactants needed to synthesize it. The reactants are: [CH3:1][O:2][C:3]1[CH:4]=[C:5]([CH:14]=[CH:15][C:16]=1[N+:17]([O-])=O)[O:6][CH2:7][CH2:8][N:9]1[CH2:13][CH2:12][CH2:11][CH2:10]1.[H][H]. (3) Given the product [C:17]([O:20][CH2:21][C:22]1[C:23]([N:37]2[N:46]=[CH:45][C:44]3[C:39](=[C:40]([F:51])[CH:41]=[C:42]([C:47]([CH3:49])([CH3:48])[CH3:50])[CH:43]=3)[C:38]2=[O:52])=[N:24][CH:25]=[CH:26][C:27]=1[C:2]1[CH:3]=[C:4]([NH:10][C:11]2[N:12]=[N:13][N:14]([CH3:16])[CH:15]=2)[C:5](=[O:9])[N:6]([CH3:8])[CH:7]=1)(=[O:19])[CH3:18], predict the reactants needed to synthesize it. The reactants are: Br[C:2]1[CH:3]=[C:4]([NH:10][C:11]2[N:12]=[N:13][N:14]([CH3:16])[CH:15]=2)[C:5](=[O:9])[N:6]([CH3:8])[CH:7]=1.[C:17]([O:20][CH2:21][C:22]1[C:23]([N:37]2[N:46]=[CH:45][C:44]3[C:39](=[C:40]([F:51])[CH:41]=[C:42]([C:47]([CH3:50])([CH3:49])[CH3:48])[CH:43]=3)[C:38]2=[O:52])=[N:24][CH:25]=[CH:26][C:27]=1B1OC(C)(C)C(C)(C)O1)(=[O:19])[CH3:18]. (4) Given the product [CH2:1]([O:8][CH2:9][CH2:10][O:11][C@H:12]1[C@H:13]([O:17][CH2:21][O:20][CH2:18][CH3:19])[CH2:14][O:15][CH2:16]1)[C:2]1[CH:7]=[CH:6][CH:5]=[CH:4][CH:3]=1, predict the reactants needed to synthesize it. The reactants are: [CH2:1]([O:8][CH2:9][CH2:10][O:11][C@@H:12]1[CH2:16][O:15][CH2:14][C@H:13]1[OH:17])[C:2]1[CH:7]=[CH:6][CH:5]=[CH:4][CH:3]=1.[CH:18]([O:20][CH2:21]C)=[CH2:19].C(N(CC)CC)C. (5) Given the product [C:16]([NH:1][C:2]1[S:6][C:5]2[CH2:7][CH2:8][CH2:9][CH2:10][C:4]=2[C:3]=1[C:11]([O:13][CH2:14][CH3:15])=[O:12])(=[O:18])[CH3:17], predict the reactants needed to synthesize it. The reactants are: [NH2:1][C:2]1[S:6][C:5]2[CH2:7][CH2:8][CH2:9][CH2:10][C:4]=2[C:3]=1[C:11]([O:13][CH2:14][CH3:15])=[O:12].[C:16](O)(=[O:18])[CH3:17].C(OC(=O)C)(=O)C. (6) Given the product [CH2:1]([C:5]1[CH:10]=[CH:9][C:8]([S:11]([NH:15][C:16]2[CH:20]=[CH:19][S:18][C:17]=2[C:21]([O:23][CH3:24])=[O:22])(=[O:13])=[O:12])=[CH:7][CH:6]=1)[CH2:2][CH2:3][CH3:4], predict the reactants needed to synthesize it. The reactants are: [CH2:1]([C:5]1[CH:10]=[CH:9][C:8]([S:11](Cl)(=[O:13])=[O:12])=[CH:7][CH:6]=1)[CH2:2][CH2:3][CH3:4].[NH2:15][C:16]1[CH:20]=[CH:19][S:18][C:17]=1[C:21]([O:23][CH3:24])=[O:22].N1C=CC=CC=1.